From a dataset of Forward reaction prediction with 1.9M reactions from USPTO patents (1976-2016). Predict the product of the given reaction. (1) Given the reactants [Br:1][C:2]1[N:7]=[C:6]([C:8]([OH:10])=O)[CH:5]=[CH:4][CH:3]=1.[NH:11]1[CH2:15][CH2:14][CH2:13][CH2:12]1, predict the reaction product. The product is: [Br:1][C:2]1[N:7]=[C:6]([C:8]([N:11]2[CH2:15][CH2:14][CH2:13][CH2:12]2)=[O:10])[CH:5]=[CH:4][CH:3]=1. (2) Given the reactants [Br:1][C:2]1[C:3]([F:11])=[C:4]([CH:8]=[CH:9][CH:10]=1)[C:5]([OH:7])=[O:6].[C:12](=O)([O-])[O-].[K+].[K+].IC.CC(OC)(C)C, predict the reaction product. The product is: [Br:1][C:2]1[C:3]([F:11])=[C:4]([CH:8]=[CH:9][CH:10]=1)[C:5]([O:7][CH3:12])=[O:6]. (3) Given the reactants C([O:8][C:9]1[CH:14]=[CH:13][C:12]([F:15])=[CH:11][C:10]=1[CH:16]([C:18]1[CH:23]=[CH:22][C:21]([O:24][CH3:25])=[CH:20][CH:19]=1)O)C1C=CC=CC=1.Cl, predict the reaction product. The product is: [F:15][C:12]1[CH:13]=[CH:14][C:9]([OH:8])=[C:10]([CH2:16][C:18]2[CH:23]=[CH:22][C:21]([O:24][CH3:25])=[CH:20][CH:19]=2)[CH:11]=1. (4) Given the reactants [Br:1][C:2]1[CH:3]=[N:4][CH:5]=[C:6]([C:8]2[N:9]=[N:10][NH:11][N:12]=2)[CH:7]=1.[C:13]([O:17][C:18](=[O:27])[C:19]1[CH:24]=[CH:23][C:22]([CH2:25]Br)=[CH:21][CH:20]=1)([CH3:16])([CH3:15])[CH3:14].C(=O)([O-])[O-].[Cs+].[Cs+], predict the reaction product. The product is: [C:13]([O:17][C:18](=[O:27])[C:19]1[CH:20]=[CH:21][C:22]([CH2:25][N:10]2[N:11]=[N:12][C:8]([C:6]3[CH:5]=[N:4][CH:3]=[C:2]([Br:1])[CH:7]=3)=[N:9]2)=[CH:23][CH:24]=1)([CH3:16])([CH3:15])[CH3:14]. (5) Given the reactants [F:1][C:2]1[CH:7]=[CH:6][C:5]([C:8](C2N=C(NC3C=C(C)NN=3)C3C=C(C)SC=3N=2)=[O:9])=[CH:4][CH:3]=1.[BH4-].[Na+], predict the reaction product. The product is: [F:1][C:2]1[CH:7]=[CH:6][C:5]([CH:8]=[O:9])=[CH:4][CH:3]=1. (6) The product is: [CH3:1][N:2]([CH2:9][CH2:10][O:11][C:12]1[CH:19]=[CH:18][C:15]([CH:16]=[C:24]2[S:20][C:21](=[O:26])[NH:22][C:23]2=[O:25])=[CH:14][CH:13]=1)[C:3]1[N:8]=[CH:7][CH:6]=[CH:5][N:4]=1. Given the reactants [CH3:1][N:2]([CH2:9][CH2:10][O:11][C:12]1[CH:19]=[CH:18][C:15]([CH:16]=O)=[CH:14][CH:13]=1)[C:3]1[N:8]=[CH:7][CH:6]=[CH:5][N:4]=1.[S:20]1[CH2:24][C:23](=[O:25])[NH:22][C:21]1=[O:26].C([O-])(=O)C.[NH2+]1CCCCC1, predict the reaction product. (7) Given the reactants [Cl:1][C:2]1[CH:7]=[CH:6][C:5]([O:8][CH2:9][C@H:10]2[CH2:12][O:11]2)=[CH:4][C:3]=1[C:13]1[N:18]=[C:17]([NH:19][CH:20]2[CH2:25][CH2:24][N:23]([CH3:26])[CH2:22][C:21]2([F:28])[F:27])[C:16]([CH3:29])=[C:15]([C:30]2[C:31]([CH3:36])=[N:32][O:33][C:34]=2[CH3:35])[N:14]=1.[CH3:37][NH2:38], predict the reaction product. The product is: [Cl:1][C:2]1[CH:7]=[CH:6][C:5]([O:8][CH2:9][C@H:10]([OH:11])[CH2:12][NH:38][CH3:37])=[CH:4][C:3]=1[C:13]1[N:18]=[C:17]([NH:19][CH:20]2[CH2:25][CH2:24][N:23]([CH3:26])[CH2:22][C:21]2([F:28])[F:27])[C:16]([CH3:29])=[C:15]([C:30]2[C:31]([CH3:36])=[N:32][O:33][C:34]=2[CH3:35])[N:14]=1. (8) Given the reactants [Cl:1][C:2]1[C:3]([NH:8][NH2:9])=[N:4][CH:5]=[CH:6][CH:7]=1.C(O[CH:13]=[C:14]([C:17]#[N:18])[C:15]#[N:16])C, predict the reaction product. The product is: [NH2:18][C:17]1[N:8]([C:3]2[C:2]([Cl:1])=[CH:7][CH:6]=[CH:5][N:4]=2)[N:9]=[CH:13][C:14]=1[C:15]#[N:16]. (9) The product is: [CH2:17]1[CH2:16][O:15][C:12]2[CH:13]=[CH:14][C:9]([NH:8][C:6]3[C:5]([F:19])=[CH:4][N:3]=[C:2]([NH:24][C:23]4[CH:25]=[CH:26][CH:27]=[C:21]([F:20])[CH:22]=4)[N:7]=3)=[CH:10][C:11]=2[O:18]1. Given the reactants Cl[C:2]1[N:7]=[C:6]([NH:8][C:9]2[CH:14]=[CH:13][C:12]3[O:15][CH2:16][CH2:17][O:18][C:11]=3[CH:10]=2)[C:5]([F:19])=[CH:4][N:3]=1.[F:20][C:21]1[CH:22]=[C:23]([CH:25]=[CH:26][CH:27]=1)[NH2:24], predict the reaction product.